From a dataset of Catalyst prediction with 721,799 reactions and 888 catalyst types from USPTO. Predict which catalyst facilitates the given reaction. (1) Reactant: [CH2:1]([O:3][C:4](=[O:34])[CH2:5][C:6]1[CH:11]=[CH:10][CH:9]=[C:8]([O:12][C:13]2[CH:18]=[CH:17][C:16](Br)=[CH:15][C:14]=2[CH2:20][N:21]2[C@@H:25]([CH3:26])[C@@H:24]([C:27]3[CH:32]=[CH:31][CH:30]=[CH:29][CH:28]=3)[O:23][C:22]2=[O:33])[CH:7]=1)[CH3:2].[B:35]1([B:35]2[O:39][C:38]([CH3:41])([CH3:40])[C:37]([CH3:43])([CH3:42])[O:36]2)[O:39][C:38]([CH3:41])([CH3:40])[C:37]([CH3:43])([CH3:42])[O:36]1.C([O-])(=O)C.[K+]. Product: [CH2:1]([O:3][C:4](=[O:34])[CH2:5][C:6]1[CH:11]=[CH:10][CH:9]=[C:8]([O:12][C:13]2[CH:18]=[CH:17][C:16]([B:35]3[O:39][C:38]([CH3:41])([CH3:40])[C:37]([CH3:43])([CH3:42])[O:36]3)=[CH:15][C:14]=2[CH2:20][N:21]2[C@@H:25]([CH3:26])[C@@H:24]([C:27]3[CH:32]=[CH:31][CH:30]=[CH:29][CH:28]=3)[O:23][C:22]2=[O:33])[CH:7]=1)[CH3:2]. The catalyst class is: 151. (2) Reactant: [CH2:1]([O:8][C:9]1[CH:10]=[C:11]([CH2:15]O)[CH:12]=[CH:13][CH:14]=1)[C:2]1[CH:7]=[CH:6][CH:5]=[CH:4][CH:3]=1.ClC(Cl)C.S(Cl)(Cl)=O.[C-:25]#[N:26].[Na+]. Product: [CH2:1]([O:8][C:9]1[CH:10]=[C:11]([CH2:15][C:25]#[N:26])[CH:12]=[CH:13][CH:14]=1)[C:2]1[CH:7]=[CH:6][CH:5]=[CH:4][CH:3]=1. The catalyst class is: 145. (3) Reactant: [F:1][C:2]1[N:7]=[C:6]([I:8])[C:5]([OH:9])=[CH:4][CH:3]=1.[CH3:10][O:11][CH2:12]Cl. Product: [F:1][C:2]1[N:7]=[C:6]([I:8])[C:5]([O:9][CH2:10][O:11][CH3:12])=[CH:4][CH:3]=1. The catalyst class is: 220. (4) Reactant: [CH3:1][O:2][C:3]1[CH:4]=[C:5]([N:12]2[CH2:17][CH2:16][CH:15]([N:18]3[CH2:23][C@@H:22]4[CH2:24][C@H:19]3[CH2:20][N:21]4C(OC(C)(C)C)=O)[CH2:14][CH2:13]2)[CH:6]=[CH:7][C:8]=1[N+:9]([O-:11])=[O:10].C(O)(C(F)(F)F)=O.C([O-])(O)=O.[Na+]. Product: [CH3:1][O:2][C:3]1[CH:4]=[C:5]([N:12]2[CH2:17][CH2:16][CH:15]([N:18]3[CH2:23][C@@H:22]4[CH2:24][C@H:19]3[CH2:20][NH:21]4)[CH2:14][CH2:13]2)[CH:6]=[CH:7][C:8]=1[N+:9]([O-:11])=[O:10]. The catalyst class is: 2.